Task: Binary Classification. Given a drug SMILES string, predict its activity (active/inactive) in a high-throughput screening assay against a specified biological target.. Dataset: Cav3 T-type calcium channel HTS with 100,875 compounds (1) The molecule is Fc1ccc(NC(=O)Nc2ncc(cc2)C)cc1. The result is 0 (inactive). (2) The drug is Brc1cc(n2nc(c(c2)C(=O)c2ccc(cc2)C)C(=O)C)ccc1. The result is 0 (inactive). (3) The compound is Clc1ccc(Cn2nc(NC(=O)c3noc(c3)C)cc2C)cc1. The result is 0 (inactive). (4) The compound is S\1C(C(=O)N(C1=C(\C(=O)NCc1occc1)C#N)Cc1occc1)C. The result is 0 (inactive). (5) The result is 0 (inactive). The drug is O=c1n(c(=O)n(c2nc(n(c12)Cc1cc(ccc1)C)NCCOC)C)C. (6) The molecule is O(\N=C(/N)c1cc([N+]([O-])=O)ccc1)C(=O)c1c(cccc1)C. The result is 0 (inactive). (7) The molecule is O=C(N(C(C)C)Cc1onc(n1)c1cc(ccc1)C)C(c1ccccc1)c1ccccc1. The result is 1 (active). (8) The molecule is S(Cc1c(OC)ccc(c1)C(OC)=O)c1oc(nn1)COc1cc(ccc1)C. The result is 0 (inactive).